From a dataset of Forward reaction prediction with 1.9M reactions from USPTO patents (1976-2016). Predict the product of the given reaction. (1) Given the reactants [Br:1][C:2]1[CH:7]=[CH:6][C:5]([CH2:8][CH2:9][C:10]([OH:12])=O)=[CH:4][CH:3]=1.C[N:14]1[CH2:19]COCC1.ClC1N=[C:25]([O:27]C)N=C(OC)N=1, predict the reaction product. The product is: [Br:1][C:2]1[CH:7]=[CH:6][C:5]([CH2:8][CH2:9][C:10]([N:14]([O:27][CH3:25])[CH3:19])=[O:12])=[CH:4][CH:3]=1. (2) Given the reactants [Cl:1][C:2]1[CH:3]=[C:4]([CH:18]=[CH:19][C:20]=1[Cl:21])[CH:5]=[CH:6][C:7]1=[N:8][CH2:9][CH2:10][NH:11][C:12]2[CH:17]=[CH:16][CH:15]=[CH:14][C:13]1=2.[C:22](OC(=O)C)(=[O:24])[CH3:23], predict the reaction product. The product is: [ClH:1].[C:22]([N:11]1[C:12]2[CH:17]=[CH:16][CH:15]=[CH:14][C:13]=2[C:7]([CH:6]=[CH:5][C:4]2[CH:18]=[CH:19][C:20]([Cl:21])=[C:2]([Cl:1])[CH:3]=2)=[N:8][CH2:9][CH2:10]1)(=[O:24])[CH3:23]. (3) Given the reactants O.[OH-].[Li+].C[O:5][C:6](=[O:38])[CH2:7][C:8]1[C:17]([CH3:18])=[C:16]([C:19]2[CH:24]=[CH:23][C:22]([S:25](=[O:36])(=[O:35])[NH:26][C:27]3[CH:32]=[CH:31][CH:30]=[C:29]([Cl:33])[C:28]=3[CH3:34])=[CH:21][CH:20]=2)[C:15]2[C:10](=[CH:11][CH:12]=[C:13]([F:37])[CH:14]=2)[CH:9]=1.C1COCC1.O, predict the reaction product. The product is: [Cl:33][C:29]1[C:28]([CH3:34])=[C:27]([NH:26][S:25]([C:22]2[CH:21]=[CH:20][C:19]([C:16]3[C:15]4[C:10](=[CH:11][CH:12]=[C:13]([F:37])[CH:14]=4)[CH:9]=[C:8]([CH2:7][C:6]([OH:38])=[O:5])[C:17]=3[CH3:18])=[CH:24][CH:23]=2)(=[O:36])=[O:35])[CH:32]=[CH:31][CH:30]=1. (4) Given the reactants [N+:1]([C:4]1[CH:9]=[C:8]([S:10](=[O:13])(=[O:12])[NH2:11])[CH:7]=[CH:6][C:5]=1[NH:14][C@@H:15]1[CH2:19][CH2:18][N:17](C(OC(C)(C)C)=O)[CH2:16]1)([O-:3])=[O:2].FC(F)(F)C(O)=O, predict the reaction product. The product is: [N+:1]([C:4]1[CH:9]=[C:8]([S:10]([NH2:11])(=[O:12])=[O:13])[CH:7]=[CH:6][C:5]=1[NH:14][C@@H:15]1[CH2:19][CH2:18][NH:17][CH2:16]1)([O-:3])=[O:2]. (5) Given the reactants Cl.C[O:3][C:4]([C@@H:6]1[CH2:10][C@H:9]([OH:11])[CH2:8][NH:7]1)=O.[NH3:12], predict the reaction product. The product is: [OH:11][C@@H:9]1[CH2:8][NH:7][C@H:6]([C:4]([NH2:12])=[O:3])[CH2:10]1. (6) Given the reactants [NH2:1][C:2]1[N:18]=[CH:17][C:16]([Br:19])=[CH:15][C:3]=1[C:4]([NH:6][CH2:7][C:8]1[CH:13]=[CH:12][C:11]([F:14])=[CH:10][CH:9]=1)=[O:5].[OH-].[Na+].[CH2:22]=O, predict the reaction product. The product is: [Br:19][C:16]1[CH:17]=[N:18][C:2]2[NH:1][CH2:22][N:6]([CH2:7][C:8]3[CH:9]=[CH:10][C:11]([F:14])=[CH:12][CH:13]=3)[C:4](=[O:5])[C:3]=2[CH:15]=1. (7) Given the reactants C([O:4][C:5]1[CH:10]=[C:9]([C:11]#[N:12])[C:8](Br)=[C:7]([C:14]#[N:15])[C:6]=1[O:16]C(=O)C)(=O)C.B(O)(O)[C:21]1[CH:26]=[CH:25][C:24]([S:27]([CH:30]([CH3:32])[CH3:31])(=[O:29])=[O:28])=[CH:23][CH:22]=1, predict the reaction product. The product is: [OH:16][C:6]1[C:5]([OH:4])=[CH:10][C:9]([C:11]#[N:12])=[C:8]([C:21]2[CH:22]=[CH:23][C:24]([S:27]([CH:30]([CH3:32])[CH3:31])(=[O:29])=[O:28])=[CH:25][CH:26]=2)[C:7]=1[C:14]#[N:15]. (8) Given the reactants [CH2:1]([C:3]1[C:8](=[O:9])[NH:7][C:6]([CH3:10])=[C:5]([C:11]2[CH:16]=[CH:15][C:14]([C:17]([OH:19])=O)=[CH:13][N:12]=2)[CH:4]=1)[CH3:2].[OH:20][CH:21]1[CH2:25][CH2:24][NH:23][CH2:22]1, predict the reaction product. The product is: [CH2:1]([C:3]1[C:8](=[O:9])[NH:7][C:6]([CH3:10])=[C:5]([C:11]2[CH:16]=[CH:15][C:14]([C:17]([N:23]3[CH2:24][CH2:25][CH:21]([OH:20])[CH2:22]3)=[O:19])=[CH:13][N:12]=2)[CH:4]=1)[CH3:2]. (9) The product is: [CH3:1][O:2][C:3](=[O:14])[C:4]1[CH:9]=[CH:8][C:7]([CH2:10][Br:22])=[CH:6][C:5]=1[N+:11]([O-:13])=[O:12]. Given the reactants [CH3:1][O:2][C:3](=[O:14])[C:4]1[CH:9]=[CH:8][C:7]([CH3:10])=[CH:6][C:5]=1[N+:11]([O-:13])=[O:12].C1C(=O)N([Br:22])C(=O)C1.COC(C)(C)C, predict the reaction product. (10) Given the reactants [Cl:1][C:2]1[CH:3]=[C:4]([N:9]2[C:13]([CH3:14])=[C:12]([C:15]([NH:17][C:18]3[CH:23]=[CH:22][CH:21]=[C:20]([Cl:24])[CH:19]=3)=O)[N:11]=[N:10]2)[CH:5]=[CH:6][C:7]=1[F:8].COC1C=CC(P2(SP(C3C=CC(OC)=CC=3)(=S)S2)=[S:34])=CC=1.CCOC(C)=O, predict the reaction product. The product is: [Cl:1][C:2]1[CH:3]=[C:4]([N:9]2[C:13]([CH3:14])=[C:12]([C:15](=[S:34])[NH:17][C:18]3[CH:23]=[CH:22][CH:21]=[C:20]([Cl:24])[CH:19]=3)[N:11]=[N:10]2)[CH:5]=[CH:6][C:7]=1[F:8].